From a dataset of Peptide-MHC class I binding affinity with 185,985 pairs from IEDB/IMGT. Regression. Given a peptide amino acid sequence and an MHC pseudo amino acid sequence, predict their binding affinity value. This is MHC class I binding data. (1) The peptide sequence is SAVVDNKLK. The MHC is HLA-A03:01 with pseudo-sequence HLA-A03:01. The binding affinity (normalized) is 0.0693. (2) The peptide sequence is YNFSLGAA. The MHC is H-2-Db with pseudo-sequence H-2-Db. The binding affinity (normalized) is 0. (3) The peptide sequence is KVSWRWMVY. The MHC is HLA-A02:01 with pseudo-sequence HLA-A02:01. The binding affinity (normalized) is 0.0847. (4) The peptide sequence is MQFKLGIPK. The MHC is HLA-B08:01 with pseudo-sequence HLA-B08:01. The binding affinity (normalized) is 0.0847. (5) The peptide sequence is KVYDFDAGKV. The MHC is H-2-Kb with pseudo-sequence H-2-Kb. The binding affinity (normalized) is 0.665. (6) The peptide sequence is RARKRGITM. The MHC is HLA-A31:01 with pseudo-sequence HLA-A31:01. The binding affinity (normalized) is 0.306.